From a dataset of Full USPTO retrosynthesis dataset with 1.9M reactions from patents (1976-2016). Predict the reactants needed to synthesize the given product. Given the product [CH2:1]([O:8][C:9]1[CH:10]=[C:11]([CH:28]=[CH:29][CH:30]=1)[O:12][C:13]1[CH:14]=[CH:15][C:16]2[CH:20]([CH2:21][CH2:22][C:23]([O:25][CH2:31][CH3:32])=[O:24])[O:19][B:18]([OH:26])[C:17]=2[CH:27]=1)[C:2]1[CH:3]=[CH:4][CH:5]=[CH:6][CH:7]=1, predict the reactants needed to synthesize it. The reactants are: [CH2:1]([O:8][C:9]1[CH:10]=[C:11]([CH:28]=[CH:29][CH:30]=1)[O:12][C:13]1[CH:14]=[CH:15][C:16]2[CH:20]([CH2:21][CH2:22][C:23]([OH:25])=[O:24])[O:19][B:18]([OH:26])[C:17]=2[CH:27]=1)[C:2]1[CH:7]=[CH:6][CH:5]=[CH:4][CH:3]=1.[CH2:31](O)[CH3:32].